This data is from Full USPTO retrosynthesis dataset with 1.9M reactions from patents (1976-2016). The task is: Predict the reactants needed to synthesize the given product. (1) Given the product [C:1]([O:5][C:6]([N:8]1[CH2:12][CH2:11][CH2:10][CH:9]1[C:13](=[O:15])[N:17]([O:18][CH3:19])[CH3:16])=[O:7])([CH3:2])([CH3:3])[CH3:4], predict the reactants needed to synthesize it. The reactants are: [C:1]([O:5][C:6]([N:8]1[CH2:12][CH2:11][CH2:10][CH:9]1[C:13]([OH:15])=O)=[O:7])([CH3:4])([CH3:3])[CH3:2].[CH3:16][NH:17][O:18][CH3:19].Cl. (2) Given the product [CH3:20][N:18]1[CH:19]=[C:15]([N:14]2[C:5]3[C:4]4[CH:3]=[C:2]([C:31]5[CH:30]=[CH:29][N:28]=[C:27]([O:26][CH2:24][CH3:25])[CH:32]=5)[CH:11]=[CH:10][C:9]=4[N:8]=[CH:7][C:6]=3[N:12]([CH3:23])[C:13]2=[O:22])[C:16]([CH3:21])=[N:17]1, predict the reactants needed to synthesize it. The reactants are: Br[C:2]1[CH:11]=[CH:10][C:9]2[N:8]=[CH:7][C:6]3[N:12]([CH3:23])[C:13](=[O:22])[N:14]([C:15]4[C:16]([CH3:21])=[N:17][N:18]([CH3:20])[CH:19]=4)[C:5]=3[C:4]=2[CH:3]=1.[CH2:24]([O:26][C:27]1[CH:32]=[C:31](B(O)O)[CH:30]=[CH:29][N:28]=1)[CH3:25]. (3) Given the product [C:34]([C@@H:32]([C@H:30]([C:29]([OH:38])=[O:37])[OH:31])[OH:33])([OH:36])=[O:35].[C:34]([C@@H:32]([C@H:30]([C:29]([OH:38])=[O:37])[OH:31])[OH:33])([OH:36])=[O:35].[CH2:27]([N:3]([CH2:1][CH3:2])[CH2:4][CH2:5][O:6][C:7]1[CH:12]=[CH:11][CH:10]=[C:9]([C:13]2[N:14]=[N:15][C:16]([N:19]3[CH2:20][CH:21]4[CH:25]([CH2:24][NH:23][CH2:22]4)[CH2:26]3)=[CH:17][CH:18]=2)[CH:8]=1)[CH3:28], predict the reactants needed to synthesize it. The reactants are: [CH2:1]([N:3]([CH2:27][CH3:28])[CH2:4][CH2:5][O:6][C:7]1[CH:12]=[CH:11][CH:10]=[C:9]([C:13]2[N:14]=[N:15][C:16]([N:19]3[CH2:26][CH:25]4[CH:21]([CH2:22][NH:23][CH2:24]4)[CH2:20]3)=[CH:17][CH:18]=2)[CH:8]=1)[CH3:2].[C:29]([OH:38])(=[O:37])[C@@H:30]([C@H:32]([C:34]([OH:36])=[O:35])[OH:33])[OH:31]. (4) Given the product [CH:1]1([CH2:4][O:5][C:6]2[CH:11]=[CH:10][C:9]([S:12]([CH3:15])(=[O:14])=[O:13])=[CH:8][C:7]=2[C:16]2[CH:17]=[C:18]([CH3:23])[C:19](=[O:22])[N:20]([CH2:25][CH:26]([CH3:28])[CH3:27])[CH:21]=2)[CH2:3][CH2:2]1, predict the reactants needed to synthesize it. The reactants are: [CH:1]1([CH2:4][O:5][C:6]2[CH:11]=[CH:10][C:9]([S:12]([CH3:15])(=[O:14])=[O:13])=[CH:8][C:7]=2[C:16]2[CH:17]=[C:18]([CH3:23])[C:19](=[O:22])[NH:20][CH:21]=2)[CH2:3][CH2:2]1.Br[CH2:25][CH:26]([CH3:28])[CH3:27].BrCC1CC1. (5) Given the product [CH3:15][O:16][C:17]1[CH:22]=[CH:21][CH:20]=[CH:19][C:18]=1[CH2:23][C:24]1[C:25]([NH2:26])=[N:1][C:2]2[C:3]([CH:4]=1)=[CH:6][C:7]([O:10][CH2:11][CH2:12][O:13][CH3:14])=[CH:8][CH:9]=2, predict the reactants needed to synthesize it. The reactants are: [NH2:1][C:2]1[CH:9]=[CH:8][C:7]([O:10][CH2:11][CH2:12][O:13][CH3:14])=[CH:6][C:3]=1[CH:4]=O.[CH3:15][O:16][C:17]1[CH:22]=[CH:21][CH:20]=[CH:19][C:18]=1[CH2:23][CH2:24][C:25]#[N:26]. (6) Given the product [C:26]([O:25][C:23]([NH:6][C@H:7]([C:8]([O:10][C:11]([CH3:12])([CH3:14])[CH3:13])=[O:9])[CH2:15][C:16]1[CH:21]=[CH:20][C:19]([OH:22])=[CH:18][CH:17]=1)=[O:24])([CH3:29])([CH3:28])[CH3:27], predict the reactants needed to synthesize it. The reactants are: C(=O)(O)[O-].[Na+].[NH2:6][C@@H:7]([CH2:15][C:16]1[CH:21]=[CH:20][C:19]([OH:22])=[CH:18][CH:17]=1)[C:8]([O:10][C:11]([CH3:14])([CH3:13])[CH3:12])=[O:9].[C:23](O[C:23]([O:25][C:26]([CH3:29])([CH3:28])[CH3:27])=[O:24])([O:25][C:26]([CH3:29])([CH3:28])[CH3:27])=[O:24].CC(O)=O. (7) Given the product [ClH:1].[NH:2]1[CH2:6][CH2:5][CH2:4][C@H:3]1[CH2:7][O:8][C:9]1[CH:10]=[C:11]([N:15]2[CH2:16][CH2:17][CH:18]([CH2:21][CH2:22][O:23][C:24]3[CH:29]=[CH:28][C:27]([OH:30])=[CH:26][CH:25]=3)[CH2:19][CH2:20]2)[CH:12]=[N:13][CH:14]=1, predict the reactants needed to synthesize it. The reactants are: [ClH:1].[NH:2]1[CH2:6][CH2:5][CH2:4][C@H:3]1[CH2:7][O:8][C:9]1[CH:10]=[C:11]([N:15]2[CH2:20][CH2:19][CH:18]([CH2:21][CH2:22][O:23][C:24]3[CH:29]=[CH:28][C:27]([OH:30])=[CH:26][CH:25]=3)[CH2:17][CH2:16]2)[CH:12]=[N:13][CH:14]=1. (8) Given the product [C:1]1([CH:7]2[C:13](=[O:15])[NH:19][C:17]([S:18][CH3:20])=[N:16][C:8]2=[O:9])[CH:6]=[CH:5][CH:4]=[CH:3][CH:2]=1, predict the reactants needed to synthesize it. The reactants are: [C:1]1([CH:7]([C:13]([O-:15])=O)[C:8](OCC)=[O:9])[CH:6]=[CH:5][CH:4]=[CH:3][CH:2]=1.[NH2:16][C:17]([NH2:19])=[S:18].[CH2:20](N(CCCC)CCCC)CCC.[OH-].[Na+].CI.Cl.